This data is from Forward reaction prediction with 1.9M reactions from USPTO patents (1976-2016). The task is: Predict the product of the given reaction. (1) Given the reactants [CH3:1][O:2][CH2:3][C:4]1[S:5][C:6]2[CH:12]=[CH:11][C:10]([C:13]([O:15][CH3:16])=[O:14])=[CH:9][C:7]=2[CH:8]=1.C([O-])(=O)C.[Na+].C(Cl)(Cl)Cl.[Br:26]Br, predict the reaction product. The product is: [Br:26][C:8]1[C:7]2[CH:9]=[C:10]([C:13]([O:15][CH3:16])=[O:14])[CH:11]=[CH:12][C:6]=2[S:5][C:4]=1[CH2:3][O:2][CH3:1]. (2) Given the reactants F[C:2]1[CH:9]=[C:8]([CH3:10])[CH:7]=[CH:6][C:3]=1[C:4]#[N:5].[H-].[Na+].[CH:13]([OH:16])([CH3:15])[CH3:14], predict the reaction product. The product is: [CH:13]([O:16][C:2]1[CH:9]=[C:8]([CH3:10])[CH:7]=[CH:6][C:3]=1[C:4]#[N:5])([CH3:15])[CH3:14]. (3) The product is: [OH:39][CH2:38][CH2:16][N:12]1[CH2:13][CH2:14][CH2:15][C@H:9]([NH:8][C:6]([N:32]2[CH2:31][CH2:30][C@@H:29]3[C@H:33]2[C:27](=[O:26])[N:28]3[S:34]([OH:37])(=[O:36])=[O:35])=[O:7])[CH2:10][CH2:11]1. Given the reactants C(O[C:6]([NH:8][C@H:9]1[CH2:15][CH2:14][CH2:13][N:12]([C:16](OCC2C=CC=CC=2)=O)[CH2:11][CH2:10]1)=[O:7])(C)(C)C.[O:26]=[C:27]1[C@@H:33]2[C@@H:29]([CH2:30][CH2:31][NH:32]2)[N:28]1[S:34]([OH:37])(=[O:36])=[O:35].[C:38](=O)(O)[O-:39].[Na+], predict the reaction product. (4) Given the reactants [O:1]1[C:5]2[CH:6]=[CH:7][C:8]([CH2:10][C:11]([NH:13][C:14]3[CH:22]=[C:21]([S:23](=[O:26])(=[O:25])[NH2:24])[CH:20]=[CH:19][C:15]=3[C:16](O)=[O:17])=[O:12])=[CH:9][C:4]=2[O:3][CH2:2]1.C(O)(=O)C.C(OC(=O)C)(=O)C, predict the reaction product. The product is: [O:1]1[C:5]2[CH:6]=[CH:7][C:8]([CH2:10][C:11]3[O:12][C:16](=[O:17])[C:15]4[CH:19]=[CH:20][C:21]([S:23]([NH2:24])(=[O:26])=[O:25])=[CH:22][C:14]=4[N:13]=3)=[CH:9][C:4]=2[O:3][CH2:2]1. (5) Given the reactants [C:1]([NH:4][C:5]1[NH:6][C:7](=[O:33])[C:8]2[S:13][C:12](=[O:14])[N:11]([C@@H:15]3[O:27][C@H:26]([CH2:28][O:29][C:30](=[O:32])[CH3:31])[C@@H:21]([O:22][C:23](=[O:25])[CH3:24])[C@H:16]3[O:17][C:18](=[O:20])[CH3:19])[C:9]=2[N:10]=1)(=[O:3])[CH3:2].[CH:34]1[CH:39]=CC(P(C2C=CC=CC=2)C2C=CC=CC=2)=C[CH:35]=1.C(O)(C)C.N(C(OCC)=O)=NC(OCC)=O, predict the reaction product. The product is: [C:1]([NH:4][C:5]1[N:6]=[C:7]([O:33][CH:34]([CH3:39])[CH3:35])[C:8]2[S:13][C:12](=[O:14])[N:11]([C@@H:15]3[O:27][C@H:26]([CH2:28][O:29][C:30](=[O:32])[CH3:31])[C@@H:21]([O:22][C:23](=[O:25])[CH3:24])[C@H:16]3[O:17][C:18](=[O:20])[CH3:19])[C:9]=2[N:10]=1)(=[O:3])[CH3:2]. (6) Given the reactants C(N(CC)CC)C.[C:8]([CH:15]([CH2:31][CH2:32][NH:33][CH2:34][CH2:35][CH2:36][CH2:37][NH:38][CH2:39][CH2:40][CH2:41][NH2:42])[N:16]([C:24]([O:26][C:27]([CH3:30])([CH3:29])[CH3:28])=[O:25])[C:17]([O:19][C:20]([CH3:23])([CH3:22])[CH3:21])=[O:18])([O:10][C:11]([CH3:14])([CH3:13])[CH3:12])=[O:9].BrCC(OCC)=O.[Na+].[Cl-], predict the reaction product. The product is: [CH2:11]([O:10][C:8](=[O:9])[CH3:15])[CH3:12].[C:8]([CH:15]([CH2:31][CH2:32][NH:33][CH2:34][CH2:35][CH2:36][CH2:37][NH:38][CH2:39][CH2:40][CH2:41][NH2:42])[N:16]([C:17]([O:19][C:20]([CH3:21])([CH3:22])[CH3:23])=[O:18])[C:24]([O:26][C:27]([CH3:29])([CH3:30])[CH3:28])=[O:25])([O:10][C:11]([CH3:14])([CH3:13])[CH3:12])=[O:9].